Dataset: Full USPTO retrosynthesis dataset with 1.9M reactions from patents (1976-2016). Task: Predict the reactants needed to synthesize the given product. (1) Given the product [NH2:33][C:34]1[C:35]([C:40]([NH:25][CH2:26][CH:27]2[CH2:32][CH2:31][O:30][CH2:29][CH2:28]2)=[O:41])=[N:36][CH:37]=[CH:38][CH:39]=1, predict the reactants needed to synthesize it. The reactants are: CN(C(ON1N=NC2C=CC=NC1=2)=[N+](C)C)C.F[P-](F)(F)(F)(F)F.[NH2:25][CH2:26][CH:27]1[CH2:32][CH2:31][O:30][CH2:29][CH2:28]1.[NH2:33][C:34]1[C:35]([C:40](O)=[O:41])=[N:36][CH:37]=[CH:38][CH:39]=1.CCN(C(C)C)C(C)C. (2) Given the product [Cl:16][C:12]1[C:13]([F:15])=[CH:14][C:9]([OH:8])=[C:10]([C:17]2[NH:21][N:20]=[C:19]([CH3:30])[C:18]=2[C:31]2[CH:32]=[CH:33][C:34]([O:37][CH3:38])=[CH:35][CH:36]=2)[CH:11]=1, predict the reactants needed to synthesize it. The reactants are: C([O:8][C:9]1[CH:14]=[C:13]([F:15])[C:12]([Cl:16])=[CH:11][C:10]=1[C:17]1[N:21](COCC[Si](C)(C)C)[N:20]=[C:19]([CH3:30])[C:18]=1[C:31]1[CH:36]=[CH:35][C:34]([O:37][CH3:38])=[CH:33][CH:32]=1)C1C=CC=CC=1.B(Cl)(Cl)Cl.C([O-])(O)=O.[Na+]. (3) Given the product [CH2:1]([N:8]([CH3:34])[C:9]([C:11]1[N:15]=[C:14]([C@H:16]([CH2:25][CH2:26][CH2:27][CH:28]2[CH2:29][CH2:30][CH2:31][CH2:32][CH2:33]2)[CH2:17][C:18]([OH:20])=[O:19])[O:13][N:12]=1)=[O:10])[C:2]1[CH:3]=[CH:4][CH:5]=[CH:6][CH:7]=1, predict the reactants needed to synthesize it. The reactants are: [CH2:1]([N:8]([CH3:34])[C:9]([C:11]1[N:15]=[C:14]([C@H:16]([CH2:25][CH2:26][CH2:27][CH:28]2[CH2:33][CH2:32][CH2:31][CH2:30][CH2:29]2)[CH2:17][C:18]([O:20]C(C)(C)C)=[O:19])[O:13][N:12]=1)=[O:10])[C:2]1[CH:7]=[CH:6][CH:5]=[CH:4][CH:3]=1.FC(F)(F)C(O)=O. (4) Given the product [Cl:1][CH2:2][CH2:3][CH2:4][O:5][C:6]1[CH:11]=[CH:10][C:9]([C:12]2[N:13]=[C:14]3[CH2:19][CH2:18][CH2:17][CH2:16][N:15]3[CH:20]=2)=[CH:8][CH:7]=1, predict the reactants needed to synthesize it. The reactants are: [Cl:1][CH2:2][CH2:3][CH2:4][O:5][C:6]1[CH:11]=[CH:10][C:9]([C:12]2[N:13]=[C:14]3[CH:19]=[CH:18][CH:17]=[CH:16][N:15]3[CH:20]=2)=[CH:8][CH:7]=1. (5) Given the product [CH2:11]([O:18][C:19]1[CH:28]=[CH:27][CH:26]=[C:25]2[C:20]=1[CH2:21][CH2:22][CH2:23][CH:24]2[C:29]([N:31]([C:32]1[CH:33]=[N:34][C:35]([CH:38]([CH3:40])[CH3:39])=[CH:36][CH:37]=1)[CH2:2][C:3]1[CH:8]=[N:7][C:6]([O:9][CH3:10])=[CH:5][CH:4]=1)=[O:30])[C:12]1[CH:17]=[CH:16][CH:15]=[CH:14][CH:13]=1, predict the reactants needed to synthesize it. The reactants are: Cl[CH2:2][C:3]1[CH:4]=[CH:5][C:6]([O:9][CH3:10])=[N:7][CH:8]=1.[CH2:11]([O:18][C:19]1[CH:28]=[CH:27][CH:26]=[C:25]2[C:20]=1[CH2:21][CH2:22][CH2:23][CH:24]2[C:29]([NH:31][C:32]1[CH:33]=[N:34][C:35]([CH:38]([CH3:40])[CH3:39])=[CH:36][CH:37]=1)=[O:30])[C:12]1[CH:17]=[CH:16][CH:15]=[CH:14][CH:13]=1. (6) Given the product [Cl:17][C:12]1[CH:11]=[C:10]([C@@H:9]2[O:8][CH2:7][CH2:6][N:5]([C:18]([O:20][C:21]([CH3:24])([CH3:23])[CH3:22])=[O:19])[CH2:4][C@H:3]2[CH2:2][NH:1][C:27](=[O:28])[CH2:30][OH:31])[CH:15]=[CH:14][C:13]=1[Cl:16], predict the reactants needed to synthesize it. The reactants are: [NH2:1][CH2:2][C@H:3]1[C@H:9]([C:10]2[CH:15]=[CH:14][C:13]([Cl:16])=[C:12]([Cl:17])[CH:11]=2)[O:8][CH2:7][CH2:6][N:5]([C:18]([O:20][C:21]([CH3:24])([CH3:23])[CH3:22])=[O:19])[CH2:4]1.[OH-].[Na+].[CH2:27]([CH2:30][O:31]C)[O:28]C. (7) Given the product [Cl-:40].[O:2]=[C:3]1[NH:12][CH:11]=[CH:10][C:9]2[N:8]=[C:7]([C:13]3[CH:14]=[CH:15][C:16]([C:17]4([NH3+:18])[CH2:28][CH2:27]4)=[CH:19][CH:20]=3)[C:6]([C:21]3[CH:22]=[CH:23][CH:24]=[CH:25][CH:26]=3)=[CH:5][C:4]1=2, predict the reactants needed to synthesize it. The reactants are: C[O:2][C:3]1[N:12]=[CH:11][CH:10]=[C:9]2[C:4]=1[CH:5]=[C:6]([C:21]1[CH:26]=[CH:25][CH:24]=[CH:23][CH:22]=1)[C:7]([C:13]1[CH:20]=[CH:19][C:16]([C:17]#[N:18])=[CH:15][CH:14]=1)=[N:8]2.[CH2:27]([Mg]Br)[CH3:28].B(F)(F)F.CCOCC.[ClH:40]. (8) Given the product [CH3:29][C:27]1([CH3:28])[O:26][B:21]([C:7]2[O:6][C:5]([Si:4]([C:46]([CH3:47])([CH3:48])[CH3:49])([C:37]([CH3:40])([CH3:38])[CH3:35])[C:13]([CH3:14])([CH3:15])[CH3:16])=[N:9][CH:8]=2)[O:30][C:31]1([CH3:32])[CH3:33], predict the reactants needed to synthesize it. The reactants are: CC([Si:4]([CH:13]([CH3:15])[CH3:14])(C(C)C)[C:5]1[O:6][CH:7]=[CH:8][N:9]=1)C.[CH2:16]([Li])CCC.[B:21]([O:30][CH:31]([CH3:33])[CH3:32])([O:26][CH:27]([CH3:29])[CH3:28])OC(C)C.C[C:35](O)([C:37]([CH3:40])(O)[CH3:38])C.C(O)(=O)C.[C:46](OC)([CH3:49])([CH3:48])[CH3:47].